Dataset: Reaction yield outcomes from USPTO patents with 853,638 reactions. Task: Predict the reaction yield, written as a fraction of the theoretical maximum amount of product (1.0 means a 100% yield; for example, 0.34 means a 34% yield). (1) The reactants are [N+:1]([C:4]1[CH:15]=[CH:14][C:7]2[O:8][CH:9]([CH2:12][OH:13])[CH2:10][O:11][C:6]=2[CH:5]=1)([O-:3])=[O:2].[H-].[Na+].Cl[CH2:19][CH:20]1[CH2:22][CH2:21]1. The catalyst is CCCC[N+](CCCC)(CCCC)CCCC.[Br-].CN(C=O)C. The product is [CH:20]1([CH2:19][O:13][CH2:12][CH:9]2[O:8][C:7]3[CH:14]=[CH:15][C:4]([N+:1]([O-:3])=[O:2])=[CH:5][C:6]=3[O:11][CH2:10]2)[CH2:22][CH2:21]1. The yield is 0.500. (2) The reactants are [Cl:1][C:2]1[CH:7]=[CH:6][C:5]([CH:8](C(OC(C)(C)C)=O)[C:9]([C:11]2[CH:12]=[N:13][CH:14]=[CH:15][C:16]=2[C:17]([O:19][CH3:20])=[O:18])=[O:10])=[CH:4][CH:3]=1.C(O)(C(F)(F)F)=O. The catalyst is C(Cl)Cl. The product is [Cl:1][C:2]1[CH:3]=[CH:4][C:5]([CH2:8][C:9]([C:11]2[CH:12]=[N:13][CH:14]=[CH:15][C:16]=2[C:17]([O:19][CH3:20])=[O:18])=[O:10])=[CH:6][CH:7]=1. The yield is 0.730. (3) The reactants are C([O:8][NH:9][C:10](=[O:37])[CH2:11][CH:12]([C:26]1[CH:31]=[CH:30][C:29]([O:32][CH3:33])=[C:28]([O:34][CH2:35][CH3:36])[CH:27]=1)[N:13]1[C:17](=[O:18])[C:16]2=[C:19]([CH3:24])[C:20]([CH3:23])=[CH:21][CH:22]=[C:15]2[C:14]1=[O:25])C1C=CC=CC=1.[H][H]. The catalyst is C(OCC)(=O)C.CO.[OH-].[OH-].[Pd+2]. The product is [CH2:35]([O:34][C:28]1[CH:27]=[C:26]([CH:12]([N:13]2[C:17](=[O:18])[C:16]3=[C:19]([CH3:24])[C:20]([CH3:23])=[CH:21][CH:22]=[C:15]3[C:14]2=[O:25])[CH2:11][C:10]([NH:9][OH:8])=[O:37])[CH:31]=[CH:30][C:29]=1[O:32][CH3:33])[CH3:36]. The yield is 0.840. (4) The reactants are ClC(N(C)C)=C(C)C.[Br:9][C:10]1[CH:23]=[C:22]2[C:13]([O:14][C:15]3[C:16]([F:41])=[CH:17][C:18]([O:39][CH3:40])=[CH:19][C:20]=3[C:21]2([NH:27][C:28]([NH:30][C:31](=[O:38])[C:32]2[CH:37]=[CH:36][CH:35]=[CH:34][CH:33]=2)=[S:29])[CH2:24][CH2:25]O)=[CH:12][CH:11]=1. The catalyst is C(Cl)Cl. The product is [Br:9][C:10]1[CH:23]=[C:22]2[C:13]([O:14][C:15]3[C:16]([F:41])=[CH:17][C:18]([O:39][CH3:40])=[CH:19][C:20]=3[C:21]32[CH2:24][CH2:25][S:29][C:28]([NH:30][C:31](=[O:38])[C:32]2[CH:33]=[CH:34][CH:35]=[CH:36][CH:37]=2)=[N:27]3)=[CH:12][CH:11]=1. The yield is 1.00. (5) The reactants are O1CC[O:3][CH:2]1[C:6]1[CH:11]=[C:10]([O:12][CH3:13])[N:9]=[CH:8][C:7]=1[O:14][CH2:15][C:16]1[C:17]([C:22]([OH:24])=[O:23])=[N:18][CH:19]=[CH:20][CH:21]=1.O=S(Cl)Cl.[CH3:29]O. No catalyst specified. The product is [CH:2]([C:6]1[CH:11]=[C:10]([O:12][CH3:13])[N:9]=[CH:8][C:7]=1[O:14][CH2:15][C:16]1[C:17]([C:22]([O:24][CH3:29])=[O:23])=[N:18][CH:19]=[CH:20][CH:21]=1)=[O:3]. The yield is 1.00. (6) The reactants are C([O:3][C:4](=[O:39])[C:5]([CH3:38])([O:7][C:8]1[CH:13]=[CH:12][C:11]([O:14][C:15]2[CH:20]=[CH:19][CH:18]=[C:17]([CH2:21][NH:22][C:23](=[O:36])[C:24]3[CH:29]=[CH:28][C:27]([O:30][C:31]([F:34])([F:33])[F:32])=[CH:26][C:25]=3[CH3:35])[CH:16]=2)=[CH:10][C:9]=1[CH3:37])[CH3:6])C.O.[OH-].[Li+].Cl. The product is [CH3:38][C:5]([O:7][C:8]1[CH:13]=[CH:12][C:11]([O:14][C:15]2[CH:20]=[CH:19][CH:18]=[C:17]([CH2:21][NH:22][C:23](=[O:36])[C:24]3[CH:29]=[CH:28][C:27]([O:30][C:31]([F:32])([F:33])[F:34])=[CH:26][C:25]=3[CH3:35])[CH:16]=2)=[CH:10][C:9]=1[CH3:37])([CH3:6])[C:4]([OH:39])=[O:3]. The yield is 0.900. The catalyst is O1CCOCC1.O. (7) The reactants are C[O:2][C:3]([C@@H:5]1[CH2:9][C@H:8]([NH:10][C:11]([C:13]2[CH:22]=[CH:21][C:20]3[C:15](=[CH:16][CH:17]=[CH:18][CH:19]=3)[C:14]=2[OH:23])=[O:12])[CH2:7][N:6]1[CH2:24][CH:25]1[CH2:30][CH2:29][CH2:28][CH2:27][CH2:26]1)=[O:4].[OH-].[Li+].Cl. The catalyst is CO. The product is [CH:25]1([CH2:24][N:6]2[CH2:7][C@@H:8]([NH:10][C:11]([C:13]3[CH:22]=[CH:21][C:20]4[C:15](=[CH:16][CH:17]=[CH:18][CH:19]=4)[C:14]=3[OH:23])=[O:12])[CH2:9][C@H:5]2[C:3]([OH:4])=[O:2])[CH2:30][CH2:29][CH2:28][CH2:27][CH2:26]1. The yield is 0.740. (8) The reactants are [CH3:1][NH:2][C:3]([C:5]1[NH:6][C:7]([C:13]([CH3:16])([CH3:15])[CH3:14])=[CH:8][C:9]=1[N+:10]([O-])=O)=[O:4]. The catalyst is CCOC(C)=O.[Pd]. The product is [CH3:1][NH:2][C:3]([C:5]1[NH:6][C:7]([C:13]([CH3:16])([CH3:15])[CH3:14])=[CH:8][C:9]=1[NH2:10])=[O:4]. The yield is 0.700.